This data is from Reaction yield outcomes from USPTO patents with 853,638 reactions. The task is: Predict the reaction yield, written as a fraction of the theoretical maximum amount of product (1.0 means a 100% yield; for example, 0.34 means a 34% yield). (1) The reactants are [NH2:1][C:2]1[CH:23]=[CH:22][C:5]([O:6][C:7]2[N:12]=[CH:11][N:10]=[C:9]([N:13]([CH3:21])[C:14](=[O:20])[O:15][C:16]([CH3:19])([CH3:18])[CH3:17])[CH:8]=2)=[C:4]([F:24])[CH:3]=1.[F:25][C:26]1[CH:31]=[CH:30][C:29](CC(Cl)=O)=[CH:28][CH:27]=1.Cl[C:37]1[N:42]=CN=[C:39]([O:43]C2C=CC(NC(NC(=O)CC3C=CC(F)=CC=3)=S)=CC=2F)[CH:38]=1.CC[O:67]C(C)=O.C(Cl)Cl. No catalyst specified. The product is [F:24][C:4]1[CH:3]=[C:2]([NH:1][C:39](=[O:43])[CH2:38][C:37]([NH:42][C:29]2[CH:28]=[CH:27][C:26]([F:25])=[CH:31][CH:30]=2)=[O:67])[CH:23]=[CH:22][C:5]=1[O:6][C:7]1[N:12]=[CH:11][N:10]=[C:9]([N:13]([CH3:21])[C:14](=[O:20])[O:15][C:16]([CH3:19])([CH3:18])[CH3:17])[CH:8]=1. The yield is 0.830. (2) The reactants are C[C:2]1[CH:7]=[CH:6][C:5](C)=[CH:4][C:3]=1[S:9][CH2:10][CH2:11][CH2:12][CH2:13][CH2:14][C:15]([OH:17])=[O:16].[CH3:18][O:19]C1C=C(S)C=CC=1.BrCCCCCC(OCC)=O.[OH-].[K+]. The catalyst is O.C(O)C. The product is [CH3:18][O:19][C:5]1[CH:4]=[C:3]([S:9][CH2:10][CH2:11][CH2:12][CH2:13][CH2:14][C:15]([OH:17])=[O:16])[CH:2]=[CH:7][CH:6]=1. The yield is 0.890.